This data is from Catalyst prediction with 721,799 reactions and 888 catalyst types from USPTO. The task is: Predict which catalyst facilitates the given reaction. Reactant: Br[CH2:2][C:3]1[CH:13]=[CH:12][C:6]([C:7]([O:9][CH2:10][CH3:11])=[O:8])=[CH:5][CH:4]=1.[C-:14]#[N:15].[K+]. Product: [C:14]([CH2:2][C:3]1[CH:13]=[CH:12][C:6]([C:7]([O:9][CH2:10][CH3:11])=[O:8])=[CH:5][CH:4]=1)#[N:15]. The catalyst class is: 40.